Task: Predict the reactants needed to synthesize the given product.. Dataset: Full USPTO retrosynthesis dataset with 1.9M reactions from patents (1976-2016) (1) Given the product [C:1]([C:4]1[C:5]([C:19](=[O:21])[CH3:20])=[C:6]([CH3:18])[N:7]([C:10]2[CH:15]=[CH:14][C:13]([O:16][CH2:23][CH3:24])=[C:12]([Cl:17])[CH:11]=2)[C:8]=1[CH3:9])(=[O:3])[CH3:2], predict the reactants needed to synthesize it. The reactants are: [C:1]([C:4]1[C:5]([C:19](=[O:21])[CH3:20])=[C:6]([CH3:18])[N:7]([C:10]2[CH:15]=[CH:14][C:13]([OH:16])=[C:12]([Cl:17])[CH:11]=2)[C:8]=1[CH3:9])(=[O:3])[CH3:2].Br[CH2:23][CH3:24].C([O-])([O-])=O.[K+].[K+]. (2) Given the product [Br:1][C:2]1[CH:3]=[C:4]2[C:5](=[CH:10][CH:11]=1)[C:6](=[O:7])[N:15]([CH3:14])[CH2:12]2, predict the reactants needed to synthesize it. The reactants are: [Br:1][C:2]1[CH:11]=[CH:10][C:5]([C:6](OC)=[O:7])=[C:4]([CH2:12]Br)[CH:3]=1.[CH3:14][NH2:15].CO. (3) Given the product [O:1]([C:14]1[CH:19]=[C:18]([CH2:20][O:21][C:22](=[O:31])[CH2:23][OH:24])[CH:17]=[CH:16][C:15]=1[CH2:32][C:33]1[CH:38]=[CH:37][C:36]([O:39][CH2:40][CH3:41])=[CH:35][CH:34]=1)[C@@H:2]1[O:10][C@H:9]([C@@H:11]([CH3:13])[OH:12])[C@@H:7]([OH:8])[C@H:5]([OH:6])[C@H:3]1[OH:4], predict the reactants needed to synthesize it. The reactants are: [O:1]([C:14]1[CH:19]=[C:18]([CH2:20][O:21][C:22](=[O:31])[CH2:23][O:24]C(OCC=C)=O)[CH:17]=[CH:16][C:15]=1[CH2:32][C:33]1[CH:38]=[CH:37][C:36]([O:39][CH2:40][CH3:41])=[CH:35][CH:34]=1)[C@@H:2]1[O:10][C@H:9]([C@@H:11]([CH3:13])[OH:12])[C@@H:7]([OH:8])[C@H:5]([OH:6])[C@H:3]1[OH:4].C1(P(C2C=CC=CC=2)C2C=CC=CC=2)C=CC=CC=1.CC1(C)CC(=O)CC(=O)C1.C(Cl)Cl. (4) Given the product [C:1]([O:4][CH2:5][C:6]1[C:7]([N:21]2[C:33](=[O:34])[C:32]3[S:31][C:30]4[CH2:29][CH2:28][CH2:27][CH2:26][C:25]=4[C:24]=3[CH:23]=[N:22]2)=[N:8][CH:9]=[CH:10][C:11]=1[C:36]1[CH:37]=[C:38]([NH:44][C:45]2[CH:49]=[C:48]([CH3:50])[O:47][N:46]=2)[C:39](=[O:43])[N:40]([CH3:42])[CH:41]=1)(=[O:3])[CH3:2], predict the reactants needed to synthesize it. The reactants are: [C:1]([O:4][CH2:5][C:6]1[C:7]([N:21]2[C:33](=[O:34])[C:32]3[S:31][C:30]4[CH2:29][CH2:28][CH2:27][CH2:26][C:25]=4[C:24]=3[CH:23]=[N:22]2)=[N:8][CH:9]=[CH:10][C:11]=1B1OC(C)(C)C(C)(C)O1)(=[O:3])[CH3:2].Br[C:36]1[CH:37]=[C:38]([NH:44][C:45]2[CH:49]=[C:48]([CH3:50])[O:47][N:46]=2)[C:39](=[O:43])[N:40]([CH3:42])[CH:41]=1.[O-]P([O-])([O-])=O.[K+].[K+].[K+].C([O-])(=O)C.[Na+]. (5) Given the product [CH2:23]([O:25][C:26]1[CH:31]=[C:30]([C:2]2[CH:3]=[N:4][N:5]([C:9]3[CH:22]=[CH:21][C:12]([C:13]([NH:15][CH2:16][CH2:17][CH2:18][O:19][CH3:20])=[O:14])=[CH:11][N:10]=3)[C:6]=2[OH:7])[CH:29]=[CH:28][N:27]=1)[CH3:24], predict the reactants needed to synthesize it. The reactants are: Br[C:2]1[CH:3]=[N:4][N:5]([C:9]2[CH:22]=[CH:21][C:12]([C:13]([NH:15][CH2:16][CH2:17][CH2:18][O:19][CH3:20])=[O:14])=[CH:11][N:10]=2)[C:6]=1[O:7]C.[CH2:23]([O:25][C:26]1[CH:31]=[C:30](B(O)O)[CH:29]=[CH:28][N:27]=1)[CH3:24]. (6) Given the product [CH:1]([O:4][C:5]1[CH:19]=[CH:18][C:8]([O:9][C:10]2[S:11][C:12]([C:15]3[O:16][C:21](=[O:22])[S:23][N:17]=3)=[CH:13][N:14]=2)=[CH:7][CH:6]=1)([CH3:3])[CH3:2], predict the reactants needed to synthesize it. The reactants are: [CH:1]([O:4][C:5]1[CH:19]=[CH:18][C:8]([O:9][C:10]2[S:11][C:12]([C:15]([NH2:17])=[O:16])=[CH:13][N:14]=2)=[CH:7][CH:6]=1)([CH3:3])[CH3:2].Cl[C:21]([S:23]Cl)=[O:22]. (7) Given the product [F:32][C:29]1[CH:30]=[CH:31][C:26]([O:25][CH2:24][CH2:23][CH2:22][CH2:21][CH2:20][CH2:19][N:4]2[CH2:3][CH:2]([CH3:1])[N:6]([C:7]3[CH:8]=[CH:9][N:10]=[CH:11][CH:12]=3)[C:5]2=[O:37])=[CH:27][CH:28]=1, predict the reactants needed to synthesize it. The reactants are: [CH3:1][CH:2]1[N:6]([C:7]2[CH:12]=[CH:11][N:10]=[CH:9][CH:8]=2)[C:5](=NC#N)[NH:4][CH2:3]1.[H-].[Na+].Br[CH2:19][CH2:20][CH2:21][CH2:22][CH2:23][CH2:24][O:25][C:26]1[CH:31]=[CH:30][C:29]([F:32])=[CH:28][CH:27]=1.CN(C=[O:37])C. (8) Given the product [Cl:24][C:18]1[CH:17]=[C:16]([CH2:15][CH2:14][C:5]2([CH:9]3[CH2:13][CH2:12][CH2:11][CH2:10]3)[O:4][C:3](=[O:25])[C:2]([S:26][C:27]3[NH:28][CH:29]=[CH:30][N:31]=3)=[C:7]([OH:8])[CH2:6]2)[CH:21]=[CH:20][C:19]=1[O:22][CH3:23], predict the reactants needed to synthesize it. The reactants are: Cl[CH:2]1[C:7](=[O:8])[CH2:6][C:5]([CH2:14][CH2:15][C:16]2[CH:21]=[CH:20][C:19]([O:22][CH3:23])=[C:18]([Cl:24])[CH:17]=2)([CH:9]2[CH2:13][CH2:12][CH2:11][CH2:10]2)[O:4][C:3]1=[O:25].[SH:26][C:27]1[NH:28][CH:29]=[CH:30][N:31]=1.